Dataset: Catalyst prediction with 721,799 reactions and 888 catalyst types from USPTO. Task: Predict which catalyst facilitates the given reaction. (1) Reactant: CCN(C(C)C)C(C)C.[Cl:10][C:11]1[CH:16]=[CH:15][C:14]([CH2:17][C:18](O)=[O:19])=[CH:13][C:12]=1[O:21][C:22]1[CH:27]=[CH:26][C:25]([S:28]([CH3:31])(=[O:30])=[O:29])=[CH:24][C:23]=1[Cl:32].C1CN([P+](ON2N=NC3C=CC=CC2=3)(N2CCCC2)N2CCCC2)CC1.F[P-](F)(F)(F)(F)F.[CH3:66][S:67]([NH2:70])(=[O:69])=[O:68].[OH-].[Na+]. Product: [Cl:10][C:11]1[CH:16]=[CH:15][C:14]([CH2:17][C:18]([NH:70][S:67]([CH3:66])(=[O:69])=[O:68])=[O:19])=[CH:13][C:12]=1[O:21][C:22]1[CH:27]=[CH:26][C:25]([S:28]([CH3:31])(=[O:30])=[O:29])=[CH:24][C:23]=1[Cl:32]. The catalyst class is: 61. (2) Reactant: C(O[C:9]1[CH:10]=[C:11]([CH:15]=[CH:16][C:17]([C:19]2[CH:24]=[CH:23][CH:22]=[CH:21][C:20]=2[Cl:25])=[O:18])[CH:12]=[CH:13][CH:14]=1)C1C=CC=CC=1.B(Br)(Br)Br.C[OH:31].O. Product: [Cl:25][C:20]1[CH:21]=[CH:22][CH:23]=[CH:24][C:19]=1[C:17](=[O:18])[CH:16]=[CH:15][C:11]1[CH:12]=[CH:13][CH:14]=[CH:9][C:10]=1[OH:31]. The catalyst class is: 2. (3) Reactant: Br[C:2]1[CH:3]=[C:4]([CH:8]([NH:14][C:15]([C@@H:17]2[CH2:22][CH2:21][CH2:20][N:19]([C:23](=[O:39])[CH2:24][CH2:25][CH:26]3[CH2:31][CH2:30][N:29]([C:32]([O:34][C:35]([CH3:38])([CH3:37])[CH3:36])=[O:33])[CH2:28][CH2:27]3)[CH2:18]2)=[O:16])[CH2:9][C:10]([O:12][CH3:13])=[O:11])[CH:5]=[N:6][CH:7]=1.[OH:40][C:41]1[CH:46]=[CH:45][C:44](B(O)O)=[CH:43][CH:42]=1.[F-].[K+]. Product: [OH:40][C:41]1[CH:46]=[CH:45][C:44]([C:2]2[CH:3]=[C:4]([CH:8]([NH:14][C:15]([C@@H:17]3[CH2:22][CH2:21][CH2:20][N:19]([C:23](=[O:39])[CH2:24][CH2:25][CH:26]4[CH2:31][CH2:30][N:29]([C:32]([O:34][C:35]([CH3:36])([CH3:37])[CH3:38])=[O:33])[CH2:28][CH2:27]4)[CH2:18]3)=[O:16])[CH2:9][C:10]([O:12][CH3:13])=[O:11])[CH:5]=[N:6][CH:7]=2)=[CH:43][CH:42]=1. The catalyst class is: 460. (4) Reactant: [C:1]([C:3]1[C:12]2[C:7](=[CH:8][CH:9]=[CH:10][CH:11]=2)[C:6]([C:13]2[C:14]([S:19][CH2:20][C:21]([O:23]C)=[O:22])=[N:15][CH:16]=[CH:17][N:18]=2)=[CH:5][CH:4]=1)#[N:2].[OH-].[Na+]. Product: [C:1]([C:3]1[C:12]2[C:7](=[CH:8][CH:9]=[CH:10][CH:11]=2)[C:6]([C:13]2[C:14]([S:19][CH2:20][C:21]([OH:23])=[O:22])=[N:15][CH:16]=[CH:17][N:18]=2)=[CH:5][CH:4]=1)#[N:2]. The catalyst class is: 5. (5) Reactant: [Cl:1][C:2]1[N:7]=[CH:6][C:5]([CH2:8][C:9]([OH:11])=O)=[CH:4][C:3]=1[CH3:12].[NH2:13][C:14]1[N:19]=[CH:18][C:17]([N:20]2[CH2:25][CH2:24][N:23]([C:26](=[O:28])[CH3:27])[CH2:22][CH2:21]2)=[CH:16][CH:15]=1.F[P-](F)(F)(F)(F)F.N1(OC(N(C)C)=[N+](C)C)C2N=CC=CC=2N=N1.CCN(C(C)C)C(C)C. Product: [C:26]([N:23]1[CH2:22][CH2:21][N:20]([C:17]2[CH:16]=[CH:15][C:14]([NH:13][C:9](=[O:11])[CH2:8][C:5]3[CH:6]=[N:7][C:2]([Cl:1])=[C:3]([CH3:12])[CH:4]=3)=[N:19][CH:18]=2)[CH2:25][CH2:24]1)(=[O:28])[CH3:27]. The catalyst class is: 39. (6) Reactant: [NH:1]1[CH2:6][CH2:5][O:4][CH2:3][CH2:2]1.[Cl:7][C:8]1[C:13]([N+:14]([O-:16])=[O:15])=[C:12](Cl)[N:11]=[C:10]([S:18][CH2:19][CH2:20][CH3:21])[N:9]=1.C(N(CC)C(C)C)(C)C. Product: [Cl:7][C:8]1[N:9]=[C:10]([S:18][CH2:19][CH2:20][CH3:21])[N:11]=[C:12]([N:1]2[CH2:6][CH2:5][O:4][CH2:3][CH2:2]2)[C:13]=1[N+:14]([O-:16])=[O:15]. The catalyst class is: 10.